This data is from Forward reaction prediction with 1.9M reactions from USPTO patents (1976-2016). The task is: Predict the product of the given reaction. (1) Given the reactants Br[C:2]1[N:10]([CH2:11][C:12]2[CH:17]=[CH:16][CH:15]=[C:14]([Cl:18])[CH:13]=2)[C:9]2[C:4](=[N:5][C:6]([Cl:19])=[CH:7][CH:8]=2)[CH:3]=1.[O:20]1[CH2:25][CH2:24][CH2:23][CH2:22][CH:21]1[N:26]1[C:30](B2OC(C)(C)C(C)(C)O2)=[CH:29][CH:28]=[N:27]1.C([O-])([O-])=O.[Na+].[Na+], predict the reaction product. The product is: [Cl:19][C:6]1[N:5]=[C:4]2[CH:3]=[C:2]([C:30]3[N:26]([CH:21]4[CH2:22][CH2:23][CH2:24][CH2:25][O:20]4)[N:27]=[CH:28][CH:29]=3)[N:10]([CH2:11][C:12]3[CH:17]=[CH:16][CH:15]=[C:14]([Cl:18])[CH:13]=3)[C:9]2=[CH:8][CH:7]=1. (2) Given the reactants C([O:5][C:6](=[O:16])[C:7]1[CH:12]=[C:11]([CH3:13])[N:10]=[C:9]([CH2:14][CH3:15])[CH:8]=1)(C)(C)C.C(O)(C(F)(F)F)=O, predict the reaction product. The product is: [CH2:14]([C:9]1[CH:8]=[C:7]([CH:12]=[C:11]([CH3:13])[N:10]=1)[C:6]([OH:16])=[O:5])[CH3:15]. (3) Given the reactants [OH-:1].[Li+].OO.C([C@H]1COC(=O)N1C(=O)[CH2:19][C@:20]([O:28][Si:29]([C:32]([CH3:35])([CH3:34])[CH3:33])([CH3:31])[CH3:30])([C:22]1[CH:27]=[CH:26][CH:25]=[CH:24][CH:23]=1)[CH3:21])C1C=CC=CC=1.Cl.[Na+].[Cl-].[O:40]1[CH2:44]CCC1.O, predict the reaction product. The product is: [Si:29]([O:28][C@@:20]([C:22]1[CH:23]=[CH:24][CH:25]=[CH:26][CH:27]=1)([CH3:21])[CH2:19][C:44]([OH:40])=[O:1])([C:32]([CH3:34])([CH3:35])[CH3:33])([CH3:31])[CH3:30]. (4) The product is: [CH3:7][N:6]1[CH2:4][CH2:2][CH2:9][CH2:8]1.[NH2:1][C@H:2]([C:4]([N:6]([CH2:8][C:9]([NH:11][CH3:12])=[O:10])[CH3:7])=[O:5])[CH3:3]. Given the reactants [NH2:1][C@H:2]([C:4]([N:6]([CH2:8][C:9]([N:11](C(OCC1C2C(=CC=CC=2)C2C1=CC=CC=2)=O)[CH3:12])=[O:10])[CH3:7])=[O:5])[CH3:3], predict the reaction product. (5) The product is: [OH:23][C:20]([CH3:22])([CH3:21])[CH2:19][O:1][C:2]1[CH:3]=[CH:4][C:5]([CH2:8][C:9]([OH:11])=[O:10])=[CH:6][CH:7]=1. Given the reactants [OH:1][C:2]1[CH:7]=[CH:6][C:5]([CH2:8][C:9]([O:11]C)=[O:10])=[CH:4][CH:3]=1.C([O-])([O-])=O.[K+].[K+].[CH3:19][C:20]1([O:23][CH2:22]1)[CH3:21], predict the reaction product. (6) The product is: [CH3:19][C:18]1[C:13]2[N:14]([CH:21]=[C:11]([C:9]3[N:10]=[C:5]4[CH:4]=[CH:3][C:2]([N:28]5[CH2:27][CH2:26][C:25]([NH:31][C:32](=[O:38])[O:33][C:34]([CH3:37])([CH3:36])[CH3:35])([CH3:24])[CH2:30][CH2:29]5)=[CH:23][N:6]4[C:7](=[O:22])[CH:8]=3)[CH:12]=2)[CH:15]=[C:16]([CH3:20])[N:17]=1. Given the reactants Cl[C:2]1[CH:3]=[CH:4][C:5]2[N:6]([CH:23]=1)[C:7](=[O:22])[CH:8]=[C:9]([C:11]1[CH:12]=[C:13]3[C:18]([CH3:19])=[N:17][C:16]([CH3:20])=[CH:15][N:14]3[CH:21]=1)[N:10]=2.[CH3:24][C:25]1([NH:31][C:32](=[O:38])[O:33][C:34]([CH3:37])([CH3:36])[CH3:35])[CH2:30][CH2:29][NH:28][CH2:27][CH2:26]1.CC(OC1C=CC=C(OC(C)C)C=1C1C(P(C2CCCCC2)C2CCCCC2)=CC=CC=1)C.CC(C)([O-])C.[Na+].C(O)(=O)C, predict the reaction product. (7) Given the reactants [N+:1]([C:4]1[CH:5]=[C:6]([C:10]2[CH2:14][CH:13]([CH2:15][CH2:16][CH:17]=O)[O:12][N:11]=2)[CH:7]=[CH:8][CH:9]=1)([O-:3])=[O:2].[C:19]1([N:25]2[CH2:30][CH2:29][NH:28][CH2:27][CH2:26]2)[CH:24]=[CH:23][CH:22]=[CH:21][CH:20]=1.[BH-](OC(C)=O)(OC(C)=O)OC(C)=O.[Na+], predict the reaction product. The product is: [N+:1]([C:4]1[CH:5]=[C:6]([C:10]2[CH2:14][CH:13]([CH2:15][CH2:16][CH2:17][N:28]3[CH2:29][CH2:30][N:25]([C:19]4[CH:24]=[CH:23][CH:22]=[CH:21][CH:20]=4)[CH2:26][CH2:27]3)[O:12][N:11]=2)[CH:7]=[CH:8][CH:9]=1)([O-:3])=[O:2].